From a dataset of Reaction yield outcomes from USPTO patents with 853,638 reactions. Predict the reaction yield, written as a fraction of the theoretical maximum amount of product (1.0 means a 100% yield; for example, 0.34 means a 34% yield). (1) The reactants are [Cl:1][C:2]1[CH:7]=[CH:6][CH:5]=[C:4]([Cl:8])[C:3]=1[C:9]1[CH:10]=[CH:11][CH:12]=[C:13]2[C:18]=1[O:17][C@@H:16]([CH2:19][N:20]=[N+]=[N-])[CH2:15][CH2:14]2.C1(P(C2C=CC=CC=2)C2C=CC=CC=2)C=CC=CC=1. The catalyst is O1CCCC1.O. The product is [Cl:1][C:2]1[CH:7]=[CH:6][CH:5]=[C:4]([Cl:8])[C:3]=1[C:9]1[CH:10]=[CH:11][CH:12]=[C:13]2[C:18]=1[O:17][C@@H:16]([CH2:19][NH2:20])[CH2:15][CH2:14]2. The yield is 0.820. (2) The product is [CH:34]1([CH2:37][N:38]2[C:43](=[O:44])[C:42]([CH2:45][CH2:19][CH2:14][N:11]3[CH2:12][CH2:13][N:8]([C:6]([O:5][C:1]([CH3:2])([CH3:4])[CH3:3])=[O:7])[CH2:9][CH2:10]3)=[CH:41][C:40]([C:53]3[CH:58]=[CH:57][C:56]([O:59][CH3:60])=[C:55]([F:61])[CH:54]=3)=[N:39]2)[CH2:36][CH2:35]1. No catalyst specified. The reactants are [C:1]([O:5][C:6]([N:8]1[CH2:13][CH2:12][N:11]([C:14]2C(=O)N(CC(C)C)N=C(C3C=CC(C)=C(F)C=3)[C:19]=2C)[CH2:10][CH2:9]1)=[O:7])([CH3:4])([CH3:3])[CH3:2].[CH:34]1([CH2:37][N:38]2[C:43](=[O:44])[C:42]([CH2:45]CCOS(C)(=O)=O)=[CH:41][C:40]([C:53]3[CH:58]=[CH:57][C:56]([O:59][CH3:60])=[C:55]([F:61])[CH:54]=3)=[N:39]2)[CH2:36][CH2:35]1.N1(C(OC(C)(C)C)=O)CCNCC1. The yield is 0.769. (3) The reactants are [CH3:1][O:2][C:3]1[CH:13]=[CH:12][C:6]([CH:7]=[CH:8][C:9]([OH:11])=O)=[CH:5][CH:4]=1.[NH2:14][C:15]1[CH:20]=[CH:19][N:18]=[CH:17][CH:16]=1.C1CCC(N=C=NC2CCCCC2)CC1. No catalyst specified. The product is [CH3:1][O:2][C:3]1[CH:4]=[CH:5][C:6](/[CH:7]=[CH:8]/[C:9]([NH:14][C:15]2[CH:20]=[CH:19][N:18]=[CH:17][CH:16]=2)=[O:11])=[CH:12][CH:13]=1. The yield is 0.140. (4) The reactants are CS(O[CH:6]1[CH2:9][N:8]([C:10]2[S:11][CH:12]=[C:13]([C:15]([N:17]3[CH2:22][CH2:21][CH2:20][CH2:19][CH2:18]3)=[O:16])[N:14]=2)[CH2:7]1)(=O)=O.[C:23]([O-:26])(=[S:25])[CH3:24].[K+]. The catalyst is CN(C)C=O. The product is [C:23]([S:25][CH:6]1[CH2:7][N:8]([C:10]2[S:11][CH:12]=[C:13]([C:15]([N:17]3[CH2:18][CH2:19][CH2:20][CH2:21][CH2:22]3)=[O:16])[N:14]=2)[CH2:9]1)(=[O:26])[CH3:24]. The yield is 0.850. (5) The reactants are [ClH:1].C(OC(=O)[NH:8][CH:9]1[CH2:13][CH2:12][N:11]([C:14]2[C:15]3[N:16]([CH:21]=[CH:22][CH:23]=3)[CH:17]=[C:18]([CH3:20])[N:19]=2)[CH2:10]1)(C)(C)C. The catalyst is CO. The product is [ClH:1].[ClH:1].[CH3:20][C:18]1[N:19]=[C:14]([N:11]2[CH2:12][CH2:13][CH:9]([NH2:8])[CH2:10]2)[C:15]2[N:16]([CH:21]=[CH:22][CH:23]=2)[CH:17]=1. The yield is 0.980.